From a dataset of Full USPTO retrosynthesis dataset with 1.9M reactions from patents (1976-2016). Predict the reactants needed to synthesize the given product. (1) Given the product [O:10]=[C:11]1[CH2:15][CH2:14][CH2:13][N:12]1[C:16]1[CH:17]=[CH:18][C:19]([C:20]([NH:47][CH2:48][C:49](=[O:50])[N:51]2[CH2:52][CH2:53][CH:54]([O:57][C:58]3[CH:63]=[CH:62][CH:61]=[C:60]([C:64]([F:65])([F:66])[F:67])[CH:59]=3)[CH2:55][CH2:56]2)=[O:22])=[CH:23][CH:24]=1, predict the reactants needed to synthesize it. The reactants are: CCN(C(C)C)C(C)C.[O:10]=[C:11]1[CH2:15][CH2:14][CH2:13][N:12]1[C:16]1[CH:24]=[CH:23][C:19]([C:20]([OH:22])=O)=[CH:18][CH:17]=1.C1C=CC2N(O)N=NC=2C=1.CCN=C=NCCCN(C)C.Cl.[NH2:47][CH2:48][C:49]([N:51]1[CH2:56][CH2:55][CH:54]([O:57][C:58]2[CH:63]=[CH:62][CH:61]=[C:60]([C:64]([F:67])([F:66])[F:65])[CH:59]=2)[CH2:53][CH2:52]1)=[O:50]. (2) The reactants are: FC(F)(F)C(O)=O.ClCCl.[NH2:11][C:12]1[N:17]=[CH:16][N:15]=[C:14]2[N:18]([CH:34]3[CH2:38][CH2:37][N:36](C(OC(C)(C)C)=O)[CH2:35]3)[N:19]=[C:20]([C:21]3[CH:26]=[CH:25][C:24]([O:27][C:28]4[CH:33]=[CH:32][CH:31]=[CH:30][CH:29]=4)=[CH:23][CH:22]=3)[C:13]=12. Given the product [O:27]([C:24]1[CH:23]=[CH:22][C:21]([C:20]2[C:13]3[C:14](=[N:15][CH:16]=[N:17][C:12]=3[NH2:11])[N:18]([CH:34]3[CH2:38][CH2:37][NH:36][CH2:35]3)[N:19]=2)=[CH:26][CH:25]=1)[C:28]1[CH:33]=[CH:32][CH:31]=[CH:30][CH:29]=1, predict the reactants needed to synthesize it. (3) Given the product [C:33]([C:35]1[CH:36]=[CH:37][C:38]([CH:41]([C:56]2[C:57](=[O:63])[CH2:58][CH2:59][CH2:60][C:61]=2[O:62][CH3:1])[NH:42][C:43]([NH:45][C:46]2[CH:51]=[CH:50][CH:49]=[C:48]([C:52]([F:54])([F:55])[F:53])[CH:47]=2)=[O:44])=[N:39][CH:40]=1)#[N:34], predict the reactants needed to synthesize it. The reactants are: [C:1](C1C=CC(C(C2C(=O)CCCC=2OC)NC(NC2C=C(C(F)(F)F)C=CN=2)=O)=CC=1)#N.[C:33]([C:35]1[CH:36]=[CH:37][C:38]([CH:41]([C:56]2[C:61](=[O:62])[CH2:60][CH2:59][CH2:58][C:57]=2[OH:63])[NH:42][C:43]([NH:45][C:46]2[CH:51]=[CH:50][CH:49]=[C:48]([C:52]([F:55])([F:54])[F:53])[CH:47]=2)=[O:44])=[N:39][CH:40]=1)#[N:34]. (4) Given the product [NH2:21][CH:18]([CH2:19][OH:20])[CH2:17][N:9]1[C:10]([C:11]2[CH:16]=[CH:15][CH:14]=[CH:13][CH:12]=2)=[C:6]2[C:7]([N:2]([CH3:1])[C:3](=[O:34])[N:4]([CH3:33])[C:5]2=[O:32])=[CH:8]1, predict the reactants needed to synthesize it. The reactants are: [CH3:1][N:2]1[C:7]2=[CH:8][N:9]([CH2:17][CH:18]([NH:21]C(=O)OCC3C=CC=CC=3)[CH2:19][OH:20])[C:10]([C:11]3[CH:16]=[CH:15][CH:14]=[CH:13][CH:12]=3)=[C:6]2[C:5](=[O:32])[N:4]([CH3:33])[C:3]1=[O:34].CN1C2=CN(CC3COC(=O)N3)C(C3C=CC=CC=3)=C2C(=O)N(C)C1=O. (5) Given the product [N:18]1[CH:19]=[CH:20][C:15]([C:13]2[O:14][C:10]3[C:11](=[C:6]([C:2]([NH2:27])=[O:1])[CH:7]=[CH:8][CH:9]=3)[N:12]=2)=[CH:16][CH:17]=1, predict the reactants needed to synthesize it. The reactants are: [O:1]=[C:2]([C:6]1[C:11]2[N:12]=[C:13]([C:15]3[CH:20]=[CH:19][N:18]=[CH:17][CH:16]=3)[O:14][C:10]=2[CH:9]=[CH:8][CH:7]=1)C(O)=O.C1C=CC2N(O)N=[N:27]C=2C=1.[NH4+].[Cl-].CCN(C(C)C)C(C)C.CCN=C=NCCCN(C)C.Cl.